From a dataset of Reaction yield outcomes from USPTO patents with 853,638 reactions. Predict the reaction yield, written as a fraction of the theoretical maximum amount of product (1.0 means a 100% yield; for example, 0.34 means a 34% yield). The reactants are [CH2:1]1[N:12]2[C:13]3[C:9]([C@@H:10]4[CH2:17][NH:16][CH2:15][CH2:14][C@@H:11]42)=[CH:8][CH:7]=[CH:6][C:5]=3[CH2:4][S:3][CH2:2]1.Cl[CH2:19][CH2:20][CH2:21][C:22]([C:24]1[CH:29]=[CH:28][C:27]([F:30])=[CH:26][CH:25]=1)=[O:23].C([O-])([O-])=O.[K+].[K+].O. The catalyst is O1CCOCC1. The product is [CH2:1]1[N:12]2[C:13]3[C:9]([C@@H:10]4[CH2:17][N:16]([CH2:19][CH2:20][CH2:21][C:22]([C:24]5[CH:25]=[CH:26][C:27]([F:30])=[CH:28][CH:29]=5)=[O:23])[CH2:15][CH2:14][C@@H:11]42)=[CH:8][CH:7]=[CH:6][C:5]=3[CH2:4][S:3][CH2:2]1. The yield is 0.670.